This data is from Full USPTO retrosynthesis dataset with 1.9M reactions from patents (1976-2016). The task is: Predict the reactants needed to synthesize the given product. Given the product [ClH:1].[CH:17]([NH:16][C:14]1[N:13]([CH3:20])[C:12]2[CH:21]=[CH:22][C:9]([N:8]([CH3:23])[C:6]3[CH:5]=[CH:4][N:3]=[C:2]([NH:24][C:25]4[CH:30]=[CH:29][C:28]([O:31][S:32]([CH3:35])(=[O:34])=[O:33])=[CH:27][CH:26]=4)[N:7]=3)=[CH:10][C:11]=2[N:15]=1)([CH3:19])[CH3:18], predict the reactants needed to synthesize it. The reactants are: [Cl:1][C:2]1[N:7]=[C:6]([N:8]([CH3:23])[C:9]2[CH:22]=[CH:21][C:12]3[N:13]([CH3:20])[C:14]([NH:16][CH:17]([CH3:19])[CH3:18])=[N:15][C:11]=3[CH:10]=2)[CH:5]=[CH:4][N:3]=1.[NH2:24][C:25]1[CH:30]=[CH:29][C:28]([O:31][S:32]([CH3:35])(=[O:34])=[O:33])=[CH:27][CH:26]=1.